This data is from Peptide-MHC class II binding affinity with 134,281 pairs from IEDB. The task is: Regression. Given a peptide amino acid sequence and an MHC pseudo amino acid sequence, predict their binding affinity value. This is MHC class II binding data. The binding affinity (normalized) is 0.275. The MHC is DRB1_0405 with pseudo-sequence DRB1_0405. The peptide sequence is GEVEIQFRRVKCKYP.